This data is from Full USPTO retrosynthesis dataset with 1.9M reactions from patents (1976-2016). The task is: Predict the reactants needed to synthesize the given product. (1) Given the product [OH:1][CH2:2][CH2:3][N:4]1[CH2:9][C:8]([CH3:10])([CH3:11])[N:7]([CH2:15][CH2:16][OH:17])[C:6]([CH3:13])([CH3:12])[C:5]1=[O:14], predict the reactants needed to synthesize it. The reactants are: [OH:1][CH2:2][CH2:3][N:4]1[CH2:9][C:8]([CH3:11])([CH3:10])[NH:7][C:6]([CH3:13])([CH3:12])[C:5]1=[O:14].[CH2:15]1[O:17][CH2:16]1. (2) Given the product [N:17]1[CH:22]=[CH:21][C:20](/[CH:23]=[CH:24]/[C:25]2[C:33]3[C:28](=[CH:29][CH:30]=[C:31]([CH:34]=[C:9]4[C:10]5[C:15](=[CH:14][CH:13]=[CH:12][CH:11]=5)[NH:7][C:8]4=[O:16])[CH:32]=3)[N:27]([CH2:36][O:37][CH2:38][CH2:39][Si:40]([CH3:43])([CH3:42])[CH3:41])[N:26]=2)=[CH:19][CH:18]=1, predict the reactants needed to synthesize it. The reactants are: N1CCCCC1.[NH:7]1[C:15]2[C:10](=[CH:11][CH:12]=[CH:13][CH:14]=2)[CH2:9][C:8]1=[O:16].[N:17]1[CH:22]=[CH:21][C:20](/[CH:23]=[CH:24]/[C:25]2[C:33]3[C:28](=[CH:29][CH:30]=[C:31]([CH:34]=O)[CH:32]=3)[N:27]([CH2:36][O:37][CH2:38][CH2:39][Si:40]([CH3:43])([CH3:42])[CH3:41])[N:26]=2)=[CH:19][CH:18]=1. (3) Given the product [OH:1][C@H:2]([C:26]1[CH:27]=[N:28][CH:29]=[CH:30][CH:31]=1)[CH2:3][NH:4][CH2:5][C@H:6]1[CH2:15][CH2:14][C:13]2[C:8](=[CH:9][CH:10]=[C:11]([C:16]3[CH:25]=[CH:24][CH:23]=[CH:22][C:17]=3[C:18]([OH:20])=[O:19])[CH:12]=2)[O:7]1, predict the reactants needed to synthesize it. The reactants are: [OH:1][C@H:2]([C:26]1[CH:27]=[N:28][CH:29]=[CH:30][CH:31]=1)[CH2:3][NH:4][CH2:5][C@H:6]1[CH2:15][CH2:14][C:13]2[C:8](=[CH:9][CH:10]=[C:11]([C:16]3[CH:25]=[CH:24][CH:23]=[CH:22][C:17]=3[C:18]([O:20]C)=[O:19])[CH:12]=2)[O:7]1.[Li+].[OH-]. (4) Given the product [C:37]([NH:24][NH:23][C:21]([C:14]1[N:13]=[C:12]([C:10]2[CH:9]=[N:8][N:7]([CH2:6][O:5][CH2:4][CH2:3][Si:2]([CH3:26])([CH3:25])[CH3:1])[CH:11]=2)[N:17]2[CH:18]=[CH:19][N:20]=[C:16]2[CH:15]=1)=[O:22])(=[O:39])[CH3:38], predict the reactants needed to synthesize it. The reactants are: [CH3:1][Si:2]([CH3:26])([CH3:25])[CH2:3][CH2:4][O:5][CH2:6][N:7]1[CH:11]=[C:10]([C:12]2[N:17]3[CH:18]=[CH:19][N:20]=[C:16]3[CH:15]=[C:14]([C:21]([NH:23][NH2:24])=[O:22])[N:13]=2)[CH:9]=[N:8]1.C(Cl)Cl.C(N(CC)CC)C.[C:37](Cl)(=[O:39])[CH3:38]. (5) Given the product [OH:40][CH2:41][C:42]#[C:43][CH2:44][NH:45][C:22](=[O:23])[C:21]1[CH:25]=[CH:26][CH:27]=[CH:28][C:20]=1[NH:19][C:15]1[CH:14]=[C:13]2[C:18]([C:10]([CH:9]=[CH:8][C:4]3[CH:3]=[C:2]([CH3:1])[CH:7]=[CH:6][N:5]=3)=[N:11][N:12]2[CH:29]2[CH2:34][CH2:33][CH2:32][CH2:31][O:30]2)=[CH:17][CH:16]=1, predict the reactants needed to synthesize it. The reactants are: [CH3:1][C:2]1[CH:7]=[CH:6][N:5]=[C:4]([CH:8]=[CH:9][C:10]2[C:18]3[C:13](=[CH:14][C:15]([NH:19][C:20]4[CH:28]=[CH:27][CH:26]=[CH:25][C:21]=4[C:22](O)=[O:23])=[CH:16][CH:17]=3)[N:12]([CH:29]3[CH2:34][CH2:33][CH2:32][CH2:31][O:30]3)[N:11]=2)[CH:3]=1.C([Si](C)(C)[O:40][CH2:41][C:42]#[C:43][CH2:44][NH2:45])(C)(C)C. (6) Given the product [NH2:1][C:2]1[N:7]=[CH:6][N:5]=[C:4]2[N:8]([CH2:25][C@@H:26]3[CH2:30][CH2:29][CH2:28][N:27]3[C:31]([C:32](=[CH:41][C:40]([NH:39][CH:36]3[CH2:38][CH2:37]3)([CH3:44])[CH3:43])[C:33]#[N:34])=[O:35])[N:9]=[C:10]([C:11]3[CH:16]=[CH:15][C:14]([O:17][C:18]4[CH:19]=[CH:20][CH:21]=[CH:22][CH:23]=4)=[CH:13][C:12]=3[F:24])[C:3]=12, predict the reactants needed to synthesize it. The reactants are: [NH2:1][C:2]1[N:7]=[CH:6][N:5]=[C:4]2[N:8]([CH2:25][C@@H:26]3[CH2:30][CH2:29][CH2:28][N:27]3[C:31](=[O:35])[CH2:32][C:33]#[N:34])[N:9]=[C:10]([C:11]3[CH:16]=[CH:15][C:14]([O:17][C:18]4[CH:23]=[CH:22][CH:21]=[CH:20][CH:19]=4)=[CH:13][C:12]=3[F:24])[C:3]=12.[CH:36]1([NH:39][C:40]([CH3:44])([CH3:43])[CH:41]=O)[CH2:38][CH2:37]1.